The task is: Predict the reaction yield, written as a fraction of the theoretical maximum amount of product (1.0 means a 100% yield; for example, 0.34 means a 34% yield).. This data is from Reaction yield outcomes from USPTO patents with 853,638 reactions. (1) The reactants are [Cl:1][C:2]1[CH:7]=[C:6]([C:8](=[O:12])[N:9]([CH3:11])[CH3:10])[CH:5]=[CH:4][C:3]=1[N:13]([CH3:33])[C:14]([C:16]1[S:32][C:19]2[C:20]3[CH:28]=[CH:27][C:26]([C:29](O)=[O:30])=[CH:25][C:21]=3[O:22][CH2:23][CH2:24][C:18]=2[CH:17]=1)=[O:15].[CH2:34]([NH2:36])[CH3:35].N1C=CC=CC=1. The catalyst is O=S(Cl)Cl.C1COCC1. The product is [Cl:1][C:2]1[CH:7]=[C:6]([C:8](=[O:12])[N:9]([CH3:10])[CH3:11])[CH:5]=[CH:4][C:3]=1[N:13]([CH3:33])[C:14]([C:16]1[S:32][C:19]2[C:20]3[CH:28]=[CH:27][C:26]([C:29]([NH:36][CH2:34][CH3:35])=[O:30])=[CH:25][C:21]=3[O:22][CH2:23][CH2:24][C:18]=2[CH:17]=1)=[O:15]. The yield is 0.310. (2) The reactants are [CH:1]([C@H:3]1[CH2:7][O:6][C:5]([CH3:9])([CH3:8])[N:4]1[C:10]([O:12][C:13]([CH3:16])([CH3:15])[CH3:14])=[O:11])=[O:2].[CH:17]1([Mg]Br)[CH2:19][CH2:18]1. The catalyst is C1COCC1. The product is [CH:17]1([CH:1]([OH:2])[C@H:3]2[CH2:7][O:6][C:5]([CH3:9])([CH3:8])[N:4]2[C:10]([O:12][C:13]([CH3:16])([CH3:15])[CH3:14])=[O:11])[CH2:19][CH2:18]1. The yield is 0.850. (3) The reactants are N1[CH2:6][CH2:5][CH2:4][CH2:3][CH2:2]1.[C:7]([Si:9]([CH3:12])([CH3:11])[CH3:10])#C.[CH3:13][C:14](OC)(C)C. The catalyst is [Cu]I. The product is [CH:3]1([C:4]#[C:5][C:6]#[C:7][Si:9]([CH3:12])([CH3:11])[CH3:10])[CH2:14][CH2:13][CH2:2]1. The yield is 0.710. (4) The reactants are [NH2:1][C:2]1[C:11]([N+:12]([O-])=O)=[CH:10][C:5]([C:6]([O:8][CH3:9])=[O:7])=[CH:4][C:3]=1[Br:15].[Sn](Cl)Cl.C(=O)(O)[O-].[Na+]. The catalyst is CO. The product is [NH2:12][C:11]1[CH:10]=[C:5]([CH:4]=[C:3]([Br:15])[C:2]=1[NH2:1])[C:6]([O:8][CH3:9])=[O:7]. The yield is 0.580. (5) The reactants are [CH:1]1([C:4]2[CH:34]=[CH:33][C:7]([O:8][C:9]3[C:10](=[O:32])[N:11]([C:14]4[CH:19]=[CH:18][C:17]([O:20][CH2:21][CH2:22][O:23]C5CCCCO5)=[C:16]([CH2:30][CH3:31])[CH:15]=4)[CH2:12][CH:13]=3)=[CH:6][CH:5]=2)[CH2:3][CH2:2]1.CS(O)(=O)=O. The catalyst is CO. The product is [CH:1]1([C:4]2[CH:34]=[CH:33][C:7]([O:8][C:9]3[C:10](=[O:32])[N:11]([C:14]4[CH:19]=[CH:18][C:17]([O:20][CH2:21][CH2:22][OH:23])=[C:16]([CH2:30][CH3:31])[CH:15]=4)[CH2:12][CH:13]=3)=[CH:6][CH:5]=2)[CH2:3][CH2:2]1. The yield is 0.780. (6) The reactants are [NH2:1][C@@H:2]([C:6]([OH:8])=[O:7])[C@@H:3]([CH3:5])[OH:4].C(=O)([O-])[O-].[K+].[K+].[Cl:15][C:16]1[C:23]([CH3:24])=[C:22](F)[CH:21]=[CH:20][C:17]=1[C:18]#[N:19].C(O)(=O)CC(CC(O)=O)(C(O)=O)O.O.C(O)(=O)CC(CC(O)=O)(C(O)=O)O. The catalyst is CS(C)=O. The product is [Cl:15][C:16]1[C:23]([CH3:24])=[C:22]([NH:1][C@H:2]([C@H:3]([OH:4])[CH3:5])[C:6]([OH:8])=[O:7])[CH:21]=[CH:20][C:17]=1[C:18]#[N:19]. The yield is 0.480.